Dataset: Reaction yield outcomes from USPTO patents with 853,638 reactions. Task: Predict the reaction yield, written as a fraction of the theoretical maximum amount of product (1.0 means a 100% yield; for example, 0.34 means a 34% yield). (1) The reactants are [BH4-].[Na+].C(O)C.[Cl:6][C:7]1[CH:12]=[CH:11][C:10]([C:13]2([CH3:28])[C:17]([C:18]3[CH:23]=[CH:22][C:21]([Cl:24])=[C:20]([F:25])[CH:19]=3)=[N:16][S:15](=[O:27])(=[O:26])[NH:14]2)=[CH:9][N:8]=1. The catalyst is C(OCC)(=O)C. The product is [Cl:6][C:7]1[CH:12]=[CH:11][C:10]([C@:13]2([CH3:28])[C@H:17]([C:18]3[CH:23]=[CH:22][C:21]([Cl:24])=[C:20]([F:25])[CH:19]=3)[NH:16][S:15](=[O:26])(=[O:27])[NH:14]2)=[CH:9][N:8]=1. The yield is 0.590. (2) The reactants are FC(F)(F)C(OC(=O)C(F)(F)F)=O.[C:14]([O:17][C:18]1[CH:47]=[CH:46][CH:45]=[CH:44][C:19]=1[C:20]([O:22][CH2:23][O:24][C:25](=[O:43])[C:26]1[CH:31]=[CH:30][C:29]([S:32][CH2:33][C:34]2[C:35]([C:40]([NH2:42])=O)=[N+:36]([O-:39])[O:37][N:38]=2)=[CH:28][CH:27]=1)=[O:21])(=[O:16])[CH3:15].N1C=CC=CC=1.CO. The catalyst is C1COCC1.O. The product is [C:14]([O:17][C:18]1[CH:47]=[CH:46][CH:45]=[CH:44][C:19]=1[C:20]([O:22][CH2:23][O:24][C:25](=[O:43])[C:26]1[CH:27]=[CH:28][C:29]([S:32][CH2:33][C:34]2[C:35]([C:40]#[N:42])=[N+:36]([O-:39])[O:37][N:38]=2)=[CH:30][CH:31]=1)=[O:21])(=[O:16])[CH3:15]. The yield is 0.860. (3) The reactants are Cl[C:2]1[C:11]2[C:6](=[CH:7][C:8]([Cl:12])=[CH:9][CH:10]=2)[N:5]=[CH:4][CH:3]=1.[NH2:13][C@H:14]1[CH2:19][CH2:18][C@H:17]([NH2:20])[CH2:16][CH2:15]1.[OH-].[Na+].C(OCC)(=O)C. The catalyst is CCCCCC. The product is [CH2:15]1[CH:14]([NH2:13])[CH2:19][CH2:18][CH:17]([NH:20][C:2]2[CH:3]=[CH:4][N:5]=[C:6]3[C:11]=2[CH:10]=[CH:9][C:8]([Cl:12])=[CH:7]3)[CH2:16]1. The yield is 0.910. (4) The reactants are [OH:1][N:2]1[C:6](=[O:7])[CH2:5][CH2:4][C:3]1=[O:8].[CH3:9][O:10][C:11]([C@H:13]1[CH2:18][CH2:17][C@H:16]([C:19](O)=[O:20])[CH2:15][CH2:14]1)=[O:12].C1(N=C=NC2CCCCC2)CCCCC1. The catalyst is C1COCC1. The product is [O:8]=[C:3]1[CH2:4][CH2:5][C:6](=[O:7])[N:2]1[O:1][C:19]([C@H:16]1[CH2:15][CH2:14][C@H:13]([C:11]([O:10][CH3:9])=[O:12])[CH2:18][CH2:17]1)=[O:20]. The yield is 0.780.